From a dataset of Peptide-MHC class II binding affinity with 134,281 pairs from IEDB. Regression. Given a peptide amino acid sequence and an MHC pseudo amino acid sequence, predict their binding affinity value. This is MHC class II binding data. The peptide sequence is ANAIFKLTYQNKVVKVQ. The MHC is DRB1_1101 with pseudo-sequence DRB1_1101. The binding affinity (normalized) is 0.460.